This data is from Forward reaction prediction with 1.9M reactions from USPTO patents (1976-2016). The task is: Predict the product of the given reaction. (1) The product is: [CH2:14]([O:13][C:12]1[C:11](=[O:21])[N:10]=[C:9]([CH2:22][C:23]2([C:28]3[CH:33]=[CH:32][CH:31]=[CH:30][N:29]=3)[CH2:27][CH2:26][CH2:25][CH2:24]2)[N:8]2[CH2:2][CH2:3][N:4]([CH3:34])[C:5](=[O:6])[C:7]=12)[C:15]1[CH:20]=[CH:19][CH:18]=[CH:17][CH:16]=1. Given the reactants O[CH2:2][CH2:3][N:4]([CH3:34])[C:5]([C:7]1[C:12]([O:13][CH2:14][C:15]2[CH:20]=[CH:19][CH:18]=[CH:17][CH:16]=2)=[C:11]([OH:21])[N:10]=[C:9]([CH2:22][C:23]2([C:28]3[CH:33]=[CH:32][CH:31]=[CH:30][N:29]=3)[CH2:27][CH2:26][CH2:25][CH2:24]2)[N:8]=1)=[O:6].N(C(OC(C)C)=O)=NC(OC(C)C)=O.CO.O, predict the reaction product. (2) Given the reactants [CH:1]1([CH:7]([NH:23][C:24]2[CH:29]=[CH:28][C:27]([C:30]([N:32]([CH3:40])[CH2:33][CH2:34][C:35]([O:37]CC)=[O:36])=[O:31])=[CH:26][CH:25]=2)[C:8]2[O:9][C:10]3[CH:17]=[CH:16][C:15]([O:18][CH2:19][CH2:20][O:21][CH3:22])=[CH:14][C:11]=3[C:12]=2[CH3:13])[CH2:6][CH2:5][CH2:4][CH2:3][CH2:2]1.[OH-].[Na+], predict the reaction product. The product is: [CH:1]1([CH:7]([NH:23][C:24]2[CH:25]=[CH:26][C:27]([C:30]([N:32]([CH3:40])[CH2:33][CH2:34][C:35]([OH:37])=[O:36])=[O:31])=[CH:28][CH:29]=2)[C:8]2[O:9][C:10]3[CH:17]=[CH:16][C:15]([O:18][CH2:19][CH2:20][O:21][CH3:22])=[CH:14][C:11]=3[C:12]=2[CH3:13])[CH2:2][CH2:3][CH2:4][CH2:5][CH2:6]1. (3) Given the reactants C[O:2][C:3](=O)[CH2:4][CH2:5][CH2:6][CH2:7][CH:8]=[C:9]1[CH2:13][CH2:12][CH2:11][CH2:10]1.CC(C[AlH]CC(C)C)C, predict the reaction product. The product is: [C:9]1(=[CH:8][CH2:7][CH2:6][CH2:5][CH2:4][CH2:3][OH:2])[CH2:13][CH2:12][CH2:11][CH2:10]1. (4) Given the reactants NC(C1SC(C(O)=O)=CC=1)C.[C:12]([C:20]1[CH:28]=[CH:27][C:23]([C:24]([OH:26])=O)=[CH:22][CH:21]=1)(=[O:19])[C:13]1[CH:18]=[CH:17][CH:16]=[CH:15][CH:14]=1.[NH2:29][C:30]1[CH:35]=[CH:34][N:33]=[CH:32][CH:31]=1, predict the reaction product. The product is: [C:12]([C:20]1[CH:21]=[CH:22][C:23]([C:24]([NH:29][C:30]2[CH:35]=[CH:34][N:33]=[CH:32][CH:31]=2)=[O:26])=[CH:27][CH:28]=1)(=[O:19])[C:13]1[CH:14]=[CH:15][CH:16]=[CH:17][CH:18]=1. (5) Given the reactants [Cl:1][C:2]1[CH:10]=[C:9]([Br:11])[CH:8]=[CH:7][C:3]=1[C:4]([OH:6])=O.[CH2:12]([O:14][CH:15]([O:18][CH2:19][CH3:20])[CH2:16][NH2:17])[CH3:13].CCN=C=NCCCN(C)C, predict the reaction product. The product is: [Br:11][C:9]1[CH:8]=[CH:7][C:3]([C:4]([NH:17][CH2:16][CH:15]([O:18][CH2:19][CH3:20])[O:14][CH2:12][CH3:13])=[O:6])=[C:2]([Cl:1])[CH:10]=1. (6) Given the reactants Br[C:2]1[CH:7]=[C:6]([CH3:8])[N:5]=[C:4]([CH3:9])[CH:3]=1.[Br:10][C:11]1[CH:16]=[CH:15][C:14]([OH:17])=[C:13]([F:18])[CH:12]=1.C(=O)([O-])[O-].[K+].[K+], predict the reaction product. The product is: [Br:10][C:11]1[CH:16]=[CH:15][C:14]([O:17][C:2]2[CH:7]=[C:6]([CH3:8])[N:5]=[C:4]([CH3:9])[CH:3]=2)=[C:13]([F:18])[CH:12]=1. (7) The product is: [Cl:23][C:18]1[CH:19]=[N:20][CH:21]=[CH:22][C:17]=1[C:11]1([OH:16])[CH2:12][CH:13]2[NH:8][CH:9]([CH2:15][CH2:14]2)[CH2:10]1. Given the reactants C(OC([N:8]1[CH:13]2[CH2:14][CH2:15][CH:9]1[CH2:10][C:11]([C:17]1[CH:22]=[CH:21][N:20]=[CH:19][C:18]=1[Cl:23])([OH:16])[CH2:12]2)=O)(C)(C)C, predict the reaction product. (8) Given the reactants [N:1]1([CH2:6][C:7]([NH:9][C:10]2[N:18]=[CH:17][CH:16]=[CH:15][C:11]=2[C:12]([NH2:14])=[O:13])=O)[CH:5]=[N:4][CH:3]=[N:2]1, predict the reaction product. The product is: [N:1]1([CH2:6][C:7]2[NH:14][C:12](=[O:13])[C:11]3[CH:15]=[CH:16][CH:17]=[N:18][C:10]=3[N:9]=2)[CH:5]=[N:4][CH:3]=[N:2]1.